Dataset: Reaction yield outcomes from USPTO patents with 853,638 reactions. Task: Predict the reaction yield, written as a fraction of the theoretical maximum amount of product (1.0 means a 100% yield; for example, 0.34 means a 34% yield). (1) The reactants are [CH3:1][N:2]1[CH:7]=[CH:6][C:5]2[O:8][C:9]([C:17]3[CH:22]=[CH:21][C:20]([C:23]4([NH:27]C(=O)OC(C)(C)C)[CH2:26][CH2:25][CH2:24]4)=[CH:19][CH:18]=3)=[C:10]([C:11]3[CH:16]=[CH:15][CH:14]=[CH:13][CH:12]=3)[C:4]=2[C:3]1=[O:35].C(O)(C(F)(F)F)=O. The catalyst is C(Cl)Cl. The product is [NH2:27][C:23]1([C:20]2[CH:19]=[CH:18][C:17]([C:9]3[O:8][C:5]4[CH:6]=[CH:7][N:2]([CH3:1])[C:3](=[O:35])[C:4]=4[C:10]=3[C:11]3[CH:16]=[CH:15][CH:14]=[CH:13][CH:12]=3)=[CH:22][CH:21]=2)[CH2:24][CH2:25][CH2:26]1. The yield is 0.280. (2) The reactants are [N+:1]([C:4]1[CH:13]=[C:12]2[C:7]([CH2:8][CH2:9][C:10](=O)[CH2:11]2)=[CH:6][CH:5]=1)([O-:3])=[O:2].C([O-])(=O)C.[NH4+].C([BH3-])#[N:21].[Na+]. The catalyst is CO. The product is [N+:1]([C:4]1[CH:13]=[C:12]2[C:7]([CH2:8][CH2:9][CH:10]([NH2:21])[CH2:11]2)=[CH:6][CH:5]=1)([O-:3])=[O:2]. The yield is 0.650. (3) The reactants are [ClH:1].Cl.Cl.[OH:4][CH2:5][CH2:6][N:7]([CH2:21]/[CH:22]=[CH:23]/[C:24]1[CH:25]=[C:26]([CH:30]=[CH:31][CH:32]=1)[C:27]([NH2:29])=[NH:28])[C:8]1[CH:13]=[CH:12][C:11]([O:14][CH:15]2[CH2:20][CH2:19][NH:18][CH2:17][CH2:16]2)=[CH:10][CH:9]=1.Cl.[C:34](=[NH:39])(OCC)[CH3:35].C(N(CC)CC)C.Cl. The catalyst is CO.O1CCOCC1. The product is [ClH:1].[ClH:1].[ClH:1].[C:34]([N:18]1[CH2:17][CH2:16][CH:15]([O:14][C:11]2[CH:12]=[CH:13][C:8]([N:7]([CH2:21]/[CH:22]=[CH:23]/[C:24]3[CH:25]=[C:26]([CH:30]=[CH:31][CH:32]=3)[C:27]([NH2:29])=[NH:28])[CH2:6][CH2:5][OH:4])=[CH:9][CH:10]=2)[CH2:20][CH2:19]1)(=[NH:39])[CH3:35]. The yield is 0.550. (4) The reactants are [C:1]([C:5]1[CH:10]=[CH:9][CH:8]=[CH:7][C:6]=1[OH:11])([CH3:4])([CH3:3])[CH3:2].C([Mg]Br)C.[CH2:16]=[O:17].C(N(CC)CC)C. The catalyst is C1(C)C=CC=CC=1.CCOCC.C1COCC1. The product is [C:1]([C:5]1[CH:10]=[CH:9][CH:8]=[C:7]([CH:16]=[O:17])[C:6]=1[OH:11])([CH3:4])([CH3:2])[CH3:3]. The yield is 0.700. (5) The reactants are [C:1]([O:4][C@@H:5]1[CH2:21][C@H:20]2[C@@:8]([CH3:34])([CH:9]3[CH:17]([CH2:18][CH2:19]2)[CH:16]2[C@@:12]([CH3:33])([C:13]([N:24]4[C:28]5[CH:29]=[CH:30][CH:31]=[CH:32][C:27]=5[N:26]=[CH:25]4)=[C:14](C=O)[CH2:15]2)[CH2:11][CH2:10]3)[CH2:7][CH2:6]1)(=[O:3])[CH3:2]. The catalyst is C(#N)C1C=CC=CC=1.[Pd]. The product is [C:1]([O:4][C@@H:5]1[CH2:21][C@H:20]2[C@@:8]([CH3:34])([CH:9]3[CH:17]([CH2:18][CH2:19]2)[CH:16]2[C@@:12]([CH3:33])([C:13]([N:24]4[C:28]5[CH:29]=[CH:30][CH:31]=[CH:32][C:27]=5[N:26]=[CH:25]4)=[CH:14][CH2:15]2)[CH2:11][CH2:10]3)[CH2:7][CH2:6]1)(=[O:3])[CH3:2]. The yield is 0.500. (6) The reactants are C(O[C:6]([N:8]1[CH2:13][CH2:12][N:11]([C:14](OC(C)(C)C)=O)[CH2:10][C@H:9]1[CH2:21][OH:22])=O)(C)(C)C.[H-].[H-].[H-].[H-].[Li+].[Al+3]. The catalyst is C1COCC1. The product is [CH3:6][N:8]1[CH2:13][CH2:12][N:11]([CH3:14])[CH2:10][C@H:9]1[CH2:21][OH:22]. The yield is 0.560.